This data is from Full USPTO retrosynthesis dataset with 1.9M reactions from patents (1976-2016). The task is: Predict the reactants needed to synthesize the given product. (1) The reactants are: [Cl:1][C:2]1[N:7]=[C:6]([CH2:8]Cl)[CH:5]=[CH:4][N:3]=1.C([O-])([O-])=O.[K+].[K+].[CH:16]1([NH2:19])[CH2:18][CH2:17]1.O. Given the product [Cl:1][C:2]1[N:7]=[C:6]([CH2:8][NH:19][CH:16]2[CH2:18][CH2:17]2)[CH:5]=[CH:4][N:3]=1, predict the reactants needed to synthesize it. (2) Given the product [C:1]([O:5][C:6](=[O:7])[NH:8][CH2:12][CH2:11][CH2:10][C:9](=[O:13])[C:14]1[CH:19]=[CH:18][CH:17]=[CH:16][CH:15]=1)([CH3:4])([CH3:3])[CH3:2], predict the reactants needed to synthesize it. The reactants are: [C:1]([O:5][C:6]([N:8]1[CH2:12][CH2:11][CH2:10][C:9]1=[O:13])=[O:7])([CH3:4])([CH3:3])[CH3:2].[C:14]1([Mg]Br)[CH:19]=[CH:18][CH:17]=[CH:16][CH:15]=1.Cl. (3) The reactants are: [C:1]([O:5][C:6](=[O:18])[CH2:7][N:8]1[C:16]2[C:11](=[C:12]([OH:17])[CH:13]=[CH:14][CH:15]=2)[CH:10]=[CH:9]1)([CH3:4])([CH3:3])[CH3:2].[CH3:19][C:20]1[N:21]=[C:22]([C:29]2[CH:34]=[CH:33][C:32]([C:35]([F:38])([F:37])[F:36])=[CH:31][CH:30]=2)[S:23][C:24]=1[CH2:25][CH2:26][CH2:27]O.C(P(CCCC)CCCC)CCC.CN(C)C(N=NC(N(C)C)=O)=O. Given the product [C:1]([O:5][C:6](=[O:18])[CH2:7][N:8]1[C:16]2[C:11](=[C:12]([O:17][CH2:27][CH2:26][CH2:25][C:24]3[S:23][C:22]([C:29]4[CH:34]=[CH:33][C:32]([C:35]([F:37])([F:38])[F:36])=[CH:31][CH:30]=4)=[N:21][C:20]=3[CH3:19])[CH:13]=[CH:14][CH:15]=2)[CH:10]=[CH:9]1)([CH3:4])([CH3:2])[CH3:3], predict the reactants needed to synthesize it. (4) Given the product [F:26][C:27]1[CH:32]=[CH:31][CH:30]=[CH:29][C:28]=1[C:2]1[CH:3]=[C:4]([CH2:16][N:17]([CH3:25])[C:18](=[O:24])[O:19][C:20]([CH3:23])([CH3:22])[CH3:21])[S:5][C:6]=1[S:7][C:8]1[CH:13]=[CH:12][CH:11]=[C:10]([O:14][CH3:15])[CH:9]=1, predict the reactants needed to synthesize it. The reactants are: Br[C:2]1[CH:3]=[C:4]([CH2:16][N:17]([CH3:25])[C:18](=[O:24])[O:19][C:20]([CH3:23])([CH3:22])[CH3:21])[S:5][C:6]=1[S:7][C:8]1[CH:13]=[CH:12][CH:11]=[C:10]([O:14][CH3:15])[CH:9]=1.[F:26][C:27]1[CH:32]=[CH:31][CH:30]=[CH:29][C:28]=1B(O)O.C(=O)([O-])[O-].[Na+].[Na+].